Dataset: NCI-60 drug combinations with 297,098 pairs across 59 cell lines. Task: Regression. Given two drug SMILES strings and cell line genomic features, predict the synergy score measuring deviation from expected non-interaction effect. (1) Drug 1: C1=CC(=C2C(=C1NCCNCCO)C(=O)C3=C(C=CC(=C3C2=O)O)O)NCCNCCO. Drug 2: CCC1=C2CN3C(=CC4=C(C3=O)COC(=O)C4(CC)O)C2=NC5=C1C=C(C=C5)O. Cell line: BT-549. Synergy scores: CSS=45.0, Synergy_ZIP=-1.03, Synergy_Bliss=-0.572, Synergy_Loewe=0.146, Synergy_HSA=3.81. (2) Drug 1: COCCOC1=C(C=C2C(=C1)C(=NC=N2)NC3=CC=CC(=C3)C#C)OCCOC.Cl. Drug 2: N.N.Cl[Pt+2]Cl. Cell line: UACC-257. Synergy scores: CSS=27.6, Synergy_ZIP=-9.15, Synergy_Bliss=-4.42, Synergy_Loewe=-2.90, Synergy_HSA=-1.95. (3) Drug 1: CC1CCC2CC(C(=CC=CC=CC(CC(C(=O)C(C(C(=CC(C(=O)CC(OC(=O)C3CCCCN3C(=O)C(=O)C1(O2)O)C(C)CC4CCC(C(C4)OC)O)C)C)O)OC)C)C)C)OC. Drug 2: CN(CC1=CN=C2C(=N1)C(=NC(=N2)N)N)C3=CC=C(C=C3)C(=O)NC(CCC(=O)O)C(=O)O. Cell line: UO-31. Synergy scores: CSS=31.6, Synergy_ZIP=-0.778, Synergy_Bliss=-0.452, Synergy_Loewe=-18.1, Synergy_HSA=-1.36. (4) Drug 1: CC(C1=C(C=CC(=C1Cl)F)Cl)OC2=C(N=CC(=C2)C3=CN(N=C3)C4CCNCC4)N. Drug 2: B(C(CC(C)C)NC(=O)C(CC1=CC=CC=C1)NC(=O)C2=NC=CN=C2)(O)O. Cell line: RXF 393. Synergy scores: CSS=2.67, Synergy_ZIP=-1.95, Synergy_Bliss=1.04, Synergy_Loewe=0.706, Synergy_HSA=2.11.